From a dataset of Retrosynthesis with 50K atom-mapped reactions and 10 reaction types from USPTO. Predict the reactants needed to synthesize the given product. Given the product Cc1ccc(CC2CCN(C(=O)C(=O)Nc3ccc4c(c3)CC(=O)N4)CC2)cc1, predict the reactants needed to synthesize it. The reactants are: Cc1ccc(CC2CCNCC2)cc1.O=C1Cc2cc(NC(=O)C(=O)O)ccc2N1.